This data is from Full USPTO retrosynthesis dataset with 1.9M reactions from patents (1976-2016). The task is: Predict the reactants needed to synthesize the given product. (1) Given the product [OH:50][C:49]1[CH:57]=[CH:58][C:46]([N:45]([CH2:17][C:18]2[N:19]=[C:20]([C:23]3[CH:31]=[CH:30][C:26]([C:27]([NH:13][CH2:12][C:11]4[CH:10]=[CH:9][C:8]([O:1][C:2]5[CH:3]=[CH:4][CH:5]=[CH:6][CH:7]=5)=[CH:15][CH:14]=4)=[O:28])=[CH:25][CH:24]=3)[S:21][CH:22]=2)[C:38](=[O:39])[C:37]2[CH:41]=[CH:42][C:34]([C:33]([F:44])([F:43])[F:32])=[CH:35][CH:36]=2)=[CH:47][C:48]=1[C:53]([OH:54])=[O:52], predict the reactants needed to synthesize it. The reactants are: [O:1]([C:8]1[CH:15]=[CH:14][C:11]([CH2:12][NH2:13])=[CH:10][CH:9]=1)[C:2]1[CH:7]=[CH:6][CH:5]=[CH:4][CH:3]=1.Cl[CH2:17][C:18]1[N:19]=[C:20]([C:23]2[CH:31]=[CH:30][C:26]([C:27](Cl)=[O:28])=[CH:25][CH:24]=2)[S:21][CH:22]=1.[F:32][C:33]([F:44])([F:43])[C:34]1[CH:42]=[CH:41][C:37]([C:38](Cl)=[O:39])=[CH:36][CH:35]=1.[NH2:45][C:46]1[CH:58]=[CH:57][C:49]2[O:50]C(C)(C)[O:52][C:53](=[O:54])[C:48]=2[CH:47]=1. (2) The reactants are: [Br:1][C:2]1[CH:11]=[C:10](Br)[C:9]2[C:4](=[CH:5][CH:6]=[CH:7][CH:8]=2)[N:3]=1.[CH:13]([C@H:15]1[CH2:20][CH2:19][CH2:18][CH2:17][N:16]1[C:21]([O:23][C:24]([CH3:27])([CH3:26])[CH3:25])=[O:22])=[O:14].[NH4+].[Cl-]. Given the product [Br:1][C:2]1[CH:11]=[C:10]([C@H:13]([OH:14])[C@H:15]2[CH2:20][CH2:19][CH2:18][CH2:17][N:16]2[C:21]([O:23][C:24]([CH3:26])([CH3:25])[CH3:27])=[O:22])[C:9]2[C:4](=[CH:5][CH:6]=[CH:7][CH:8]=2)[N:3]=1, predict the reactants needed to synthesize it. (3) The reactants are: [CH2:1]([O:8][C:9](=[O:16])[NH:10][CH:11]([CH3:15])[CH2:12][CH:13]=[CH2:14])[C:2]1[CH:7]=[CH:6][CH:5]=[CH:4][CH:3]=1.[H-].[Na+].[Br:19][C:20]1[CH:27]=[CH:26][C:23]([CH2:24][NH-])=[CH:22][CH:21]=1. Given the product [CH2:1]([O:8][C:9](=[O:16])[N:10]([CH2:24][C:23]1[CH:26]=[CH:27][C:20]([Br:19])=[CH:21][CH:22]=1)[CH:11]([CH3:15])[CH2:12][CH:13]=[CH2:14])[C:2]1[CH:7]=[CH:6][CH:5]=[CH:4][CH:3]=1, predict the reactants needed to synthesize it.